Dataset: NCI-60 drug combinations with 297,098 pairs across 59 cell lines. Task: Regression. Given two drug SMILES strings and cell line genomic features, predict the synergy score measuring deviation from expected non-interaction effect. Drug 1: CC1C(C(=O)NC(C(=O)N2CCCC2C(=O)N(CC(=O)N(C(C(=O)O1)C(C)C)C)C)C(C)C)NC(=O)C3=C4C(=C(C=C3)C)OC5=C(C(=O)C(=C(C5=N4)C(=O)NC6C(OC(=O)C(N(C(=O)CN(C(=O)C7CCCN7C(=O)C(NC6=O)C(C)C)C)C)C(C)C)C)N)C. Drug 2: CC(C)NC(=O)C1=CC=C(C=C1)CNNC.Cl. Cell line: OVCAR-8. Synergy scores: CSS=23.8, Synergy_ZIP=-1.52, Synergy_Bliss=-2.04, Synergy_Loewe=-33.4, Synergy_HSA=-1.52.